Dataset: Forward reaction prediction with 1.9M reactions from USPTO patents (1976-2016). Task: Predict the product of the given reaction. Given the reactants [Cl:1][C:2]1[CH:25]=[C:24]([Cl:26])[CH:23]=[CH:22][C:3]=1[CH2:4][CH:5]1[CH2:9][CH2:8][N:7]([C@H:10]2[CH2:19][CH2:18][C:13]3(OCC[O:14]3)[CH2:12][C@H:11]2[CH3:20])[C:6]1=[O:21].CC1C=CC(S(O)(=O)=O)=CC=1, predict the reaction product. The product is: [Cl:1][C:2]1[CH:25]=[C:24]([Cl:26])[CH:23]=[CH:22][C:3]=1[CH2:4][CH:5]1[CH2:9][CH2:8][N:7]([C@@H:10]2[CH2:19][CH2:18][C:13](=[O:14])[CH2:12][C@@H:11]2[CH3:20])[C:6]1=[O:21].